Task: Predict the product of the given reaction.. Dataset: Forward reaction prediction with 1.9M reactions from USPTO patents (1976-2016) (1) Given the reactants [O:1]1[C:10]2[CH:9]=[C:8]([CH2:11][N:12]([CH2:20][CH:21]3[C:26](=O)[CH2:25][CH2:24][N:23]([CH2:28][CH2:29][N:30]4[C:39]5[C:34](=[CH:35][CH:36]=[C:37]([F:40])[CH:38]=5)[N:33]=[CH:32][C:31]4=[O:41])[CH2:22]3)[C:13](=[O:19])[O:14][C:15]([CH3:18])([CH3:17])[CH3:16])[N:7]=[CH:6][C:5]=2[O:4][CH2:3][CH2:2]1.C([O-])(=O)C.[NH4+:46].C(O[BH-](OC(=O)C)OC(=O)C)(=O)C.[Na+].[BH4-], predict the reaction product. The product is: [NH2:46][CH:26]1[CH2:25][CH2:24][N:23]([CH2:28][CH2:29][N:30]2[C:39]3[C:34](=[CH:35][CH:36]=[C:37]([F:40])[CH:38]=3)[N:33]=[CH:32][C:31]2=[O:41])[CH2:22][CH:21]1[CH2:20][N:12]([CH2:11][C:8]1[N:7]=[CH:6][C:5]2[O:4][CH2:3][CH2:2][O:1][C:10]=2[CH:9]=1)[C:13](=[O:19])[O:14][C:15]([CH3:16])([CH3:18])[CH3:17]. (2) Given the reactants ClC(OCC)=O.[C:7]([O:11][C:12](=[O:29])[C@@H:13]([NH:19][C:20]([O:22][CH2:23][CH2:24][Si:25]([CH3:28])([CH3:27])[CH3:26])=[O:21])[CH2:14][CH2:15][C:16](O)=[O:17])([CH3:10])([CH3:9])[CH3:8].CN1CCOCC1.[BH4-].[Na+], predict the reaction product. The product is: [OH:17][CH2:16][CH2:15][CH2:14][C@@H:13]([C:12]([O:11][C:7]([CH3:10])([CH3:9])[CH3:8])=[O:29])[NH:19][C:20]([O:22][CH2:23][CH2:24][Si:25]([CH3:27])([CH3:26])[CH3:28])=[O:21]. (3) Given the reactants OC(C(O)(C)C)(C)C.[C:9]([O:13][C:14]([NH:16][CH2:17][C:18]1[N:23]=[CH:22][C:21]([B:24]([O-:26])[O-:25])=[CH:20][CH:19]=1)=[O:15])([CH3:12])([CH3:11])[CH3:10].C([O-])(=O)C.[NH4+].I([O-])(=O)(=O)=O.[Na+], predict the reaction product. The product is: [C:9]([O:13][C:14]([NH:16][CH2:17][C:18]1[N:23]=[CH:22][C:21]([B:24]([OH:26])[OH:25])=[CH:20][CH:19]=1)=[O:15])([CH3:12])([CH3:10])[CH3:11]. (4) Given the reactants [F:1][C:2]1[CH:7]=[CH:6][C:5]([C:8]2[NH:9][C:10](=O)[C:11]3[N:16]([CH3:17])[N:15]=[C:14]([CH2:18][CH2:19][CH3:20])[C:12]=3[N:13]=2)=[CH:4][CH:3]=1.P(Cl)(Cl)([Cl:24])=O, predict the reaction product. The product is: [Cl:24][C:10]1[C:11]2[N:16]([CH3:17])[N:15]=[C:14]([CH2:18][CH2:19][CH3:20])[C:12]=2[N:13]=[C:8]([C:5]2[CH:6]=[CH:7][C:2]([F:1])=[CH:3][CH:4]=2)[N:9]=1. (5) Given the reactants [C:1]([C:4]1[CH:5]=[CH:6][C:7]([C:22]2[CH:27]=[CH:26][CH:25]=[CH:24][C:23]=2[F:28])=[C:8]2[C:16]=1[NH:15][C:14]1[CH:13]=[C:12]([C:17]([O:19]CC)=[O:18])[CH:11]=[CH:10][C:9]2=1)(=[O:3])[NH2:2].O.[OH-].[Li+], predict the reaction product. The product is: [C:1]([C:4]1[CH:5]=[CH:6][C:7]([C:22]2[CH:27]=[CH:26][CH:25]=[CH:24][C:23]=2[F:28])=[C:8]2[C:16]=1[NH:15][C:14]1[CH:13]=[C:12]([C:17]([OH:19])=[O:18])[CH:11]=[CH:10][C:9]2=1)(=[O:3])[NH2:2].